This data is from Forward reaction prediction with 1.9M reactions from USPTO patents (1976-2016). The task is: Predict the product of the given reaction. (1) Given the reactants C[O:2][C:3]([C:5]1[S:9][C:8]([N:10]2[C:14]3[CH:15]=[C:16]([O:21][CH3:22])[C:17]([O:19][CH3:20])=[CH:18][C:13]=3[N:12]=[CH:11]2)=[N:7][C:6]=1Br)=[O:4].[Cl:24][C:25]1[CH:26]=[C:27](B(O)O)[CH:28]=[CH:29][C:30]=1[F:31], predict the reaction product. The product is: [Cl:24][C:25]1[CH:26]=[C:27]([C:6]2[N:7]=[C:8]([N:10]3[C:14]4[CH:15]=[C:16]([O:21][CH3:22])[C:17]([O:19][CH3:20])=[CH:18][C:13]=4[N:12]=[CH:11]3)[S:9][C:5]=2[C:3]([OH:2])=[O:4])[CH:28]=[CH:29][C:30]=1[F:31]. (2) Given the reactants C[O:2][C:3]([C:5]1[C:6]([CH3:17])=[N:7][O:8][C:9]=1[C:10]1[CH:15]=[CH:14][CH:13]=[C:12]([Br:16])[CH:11]=1)=[O:4].[Li+].[OH-], predict the reaction product. The product is: [Br:16][C:12]1[CH:11]=[C:10]([C:9]2[O:8][N:7]=[C:6]([CH3:17])[C:5]=2[C:3]([OH:4])=[O:2])[CH:15]=[CH:14][CH:13]=1. (3) The product is: [Cl:6][C:7]1[CH:8]=[C:9]([CH:17]([CH2:21][CH:22]2[CH2:27][CH2:26][O:25][CH2:24][CH2:23]2)[C:18]([N:4]([O:3][CH3:2])[CH3:5])=[O:19])[CH:10]=[CH:11][C:12]=1[S:13]([CH3:16])(=[O:15])=[O:14]. Given the reactants Cl.[CH3:2][O:3][NH:4][CH3:5].[Cl:6][C:7]1[CH:8]=[C:9]([CH:17]([CH2:21][CH:22]2[CH2:27][CH2:26][O:25][CH2:24][CH2:23]2)[C:18](O)=[O:19])[CH:10]=[CH:11][C:12]=1[S:13]([CH3:16])(=[O:15])=[O:14].Cl.CN(C)CCCN=C=NCC.ON1C2C=CC=CC=2N=N1, predict the reaction product. (4) Given the reactants [Cl:1][C:2]1[CH:3]=[C:4]([C@:9]2([C:14]#N)[CH2:11][CH:10]2[CH2:12][OH:13])[CH:5]=[CH:6][C:7]=1[Cl:8].C([OH:18])C.[OH-].[Na+].Cl, predict the reaction product. The product is: [Cl:1][C:2]1[CH:3]=[C:4]([C@:9]23[CH2:11][C@H:10]2[CH2:12][O:13][C:14]3=[O:18])[CH:5]=[CH:6][C:7]=1[Cl:8]. (5) Given the reactants [CH3:1][CH2:2][CH2:3][CH2:4][CH2:5][NH:6][C:7]([NH:9]/[N:10]=[CH:11]/[C:12]1[C:16]2[CH:17]=[C:18]([O:21][CH3:22])[CH:19]=[CH:20][C:15]=2[NH:14][CH:13]=1)=[NH:8].[C:23]([OH:30])(=[O:29])/[CH:24]=[CH:25]\[C:26]([OH:28])=[O:27], predict the reaction product. The product is: [CH3:1][CH2:2][CH2:3][CH2:4][CH2:5][NH:6][C:7]([NH:9]/[N:10]=[CH:11]/[C:12]1[C:16]2[CH:17]=[C:18]([O:21][CH3:22])[CH:19]=[CH:20][C:15]=2[NH:14][CH:13]=1)=[NH:8].[CH:24](/[C:23]([OH:30])=[O:29])=[CH:25]/[C:26]([OH:28])=[O:27]. (6) Given the reactants [OH:1][C:2]1[CH:11]=[C:10]2[C:5]([CH2:6][CH2:7][CH:8]([C:12]([OH:14])=[O:13])[CH2:9]2)=[CH:4][CH:3]=1.[Cl:15][C:16]1[CH:21]=[C:20]([N+]([O-])=O)[CH:19]=[CH:18][N:17]=1.C(=O)([O-])[O-].[Cs+].[Cs+].Cl, predict the reaction product. The product is: [Cl:15][C:16]1[CH:21]=[C:20]([O:1][C:2]2[CH:11]=[C:10]3[C:5]([CH2:6][CH2:7][CH:8]([C:12]([OH:14])=[O:13])[CH2:9]3)=[CH:4][CH:3]=2)[CH:19]=[CH:18][N:17]=1.